From a dataset of NCI-60 drug combinations with 297,098 pairs across 59 cell lines. Regression. Given two drug SMILES strings and cell line genomic features, predict the synergy score measuring deviation from expected non-interaction effect. (1) Drug 1: C1CCC(CC1)NC(=O)N(CCCl)N=O. Drug 2: CC1=C(C(=O)C2=C(C1=O)N3CC4C(C3(C2COC(=O)N)OC)N4)N. Cell line: SF-268. Synergy scores: CSS=50.4, Synergy_ZIP=12.3, Synergy_Bliss=12.2, Synergy_Loewe=10.5, Synergy_HSA=12.1. (2) Drug 1: CCC1=CC2CC(C3=C(CN(C2)C1)C4=CC=CC=C4N3)(C5=C(C=C6C(=C5)C78CCN9C7C(C=CC9)(C(C(C8N6C)(C(=O)OC)O)OC(=O)C)CC)OC)C(=O)OC.C(C(C(=O)O)O)(C(=O)O)O. Drug 2: C1CC(=O)NC(=O)C1N2C(=O)C3=CC=CC=C3C2=O. Cell line: OVCAR-8. Synergy scores: CSS=23.5, Synergy_ZIP=0.558, Synergy_Bliss=0.837, Synergy_Loewe=-34.9, Synergy_HSA=0.181. (3) Drug 1: C1=CC(=CC=C1CC(C(=O)O)N)N(CCCl)CCCl.Cl. Drug 2: CCC(=C(C1=CC=CC=C1)C2=CC=C(C=C2)OCCN(C)C)C3=CC=CC=C3.C(C(=O)O)C(CC(=O)O)(C(=O)O)O. Cell line: SF-539. Synergy scores: CSS=22.1, Synergy_ZIP=-5.20, Synergy_Bliss=1.45, Synergy_Loewe=-4.20, Synergy_HSA=-0.172. (4) Drug 1: C1CC(C1)(C(=O)O)C(=O)O.[NH2-].[NH2-].[Pt+2]. Drug 2: C1=CN(C=N1)CC(O)(P(=O)(O)O)P(=O)(O)O. Cell line: RXF 393. Synergy scores: CSS=2.05, Synergy_ZIP=2.89, Synergy_Bliss=-2.14, Synergy_Loewe=-0.361, Synergy_HSA=-0.245.